From a dataset of Full USPTO retrosynthesis dataset with 1.9M reactions from patents (1976-2016). Predict the reactants needed to synthesize the given product. (1) Given the product [CH3:15][C:16]([OH:19])([CH3:18])[CH2:17][O:12][C:2]1([CH3:1])[CH2:11][CH2:10][C:5]2([O:6][CH2:7][CH2:8][O:9]2)[CH2:4][CH2:3]1, predict the reactants needed to synthesize it. The reactants are: [CH3:1][C:2]1([OH:12])[CH2:11][CH2:10][C:5]2([O:9][CH2:8][CH2:7][O:6]2)[CH2:4][CH2:3]1.[H-].[Na+].[CH3:15][C:16]1([O:19][CH2:18]1)[CH3:17]. (2) Given the product [CH3:28][C:4]1[C:3]([CH2:1][N:33]2[CH2:34][CH2:35][N:30]([CH3:29])[CH2:31][CH2:32]2)=[CH:27][N:6]2[C:5]=1[C:10]([NH:11][C:12]1[CH:17]=[CH:16][C:15]([O:18][C:19]3[CH:20]=[CH:21][CH:22]=[CH:23][CH:24]=3)=[CH:14][CH:13]=1)=[C:9]([C:25]#[N:26])[CH:8]=[N:7]2, predict the reactants needed to synthesize it. The reactants are: [CH:1]([C:3]1[C:4]([CH3:28])=[C:5]2[C:10]([NH:11][C:12]3[CH:17]=[CH:16][C:15]([O:18][C:19]4[CH:24]=[CH:23][CH:22]=[CH:21][CH:20]=4)=[CH:14][CH:13]=3)=[C:9]([C:25]#[N:26])[CH:8]=[N:7][N:6]2[CH:27]=1)=O.[CH3:29][N:30]1[CH2:35][CH2:34][NH:33][CH2:32][CH2:31]1.[BH-](OC(C)=O)(OC(C)=O)OC(C)=O.[Na+]. (3) The reactants are: [Cl:1][C:2]1[N:7]=[C:6]([NH:8]CC2C=CC(OC)=CC=2)[CH:5]=[C:4]([C:18]2[C:26]3[C:21](=[N:22][CH:23]=[CH:24][CH:25]=3)[N:20]([S:27]([C:30]3[CH:35]=[CH:34][CH:33]=[CH:32][CH:31]=3)(=[O:29])=[O:28])[CH:19]=2)[CH:3]=1.FC(F)(F)C(O)=O. Given the product [Cl:1][C:2]1[N:7]=[C:6]([NH2:8])[CH:5]=[C:4]([C:18]2[C:26]3[C:21](=[N:22][CH:23]=[CH:24][CH:25]=3)[N:20]([S:27]([C:30]3[CH:31]=[CH:32][CH:33]=[CH:34][CH:35]=3)(=[O:28])=[O:29])[CH:19]=2)[CH:3]=1, predict the reactants needed to synthesize it. (4) Given the product [CH3:23][N:24]([CH3:25])[C:26]1[CH:31]=[CH:30][C:29]([C:2]2[CH:3]=[C:4]([C:9]3[N:13]4[CH:14]=[CH:15][C:16]([C:19]([OH:22])([CH3:21])[CH3:20])=[C:17]([F:18])[C:12]4=[N:11][CH:10]=3)[CH:5]=[CH:6][C:7]=2[F:8])=[CH:28][CH:27]=1, predict the reactants needed to synthesize it. The reactants are: Cl[C:2]1[CH:3]=[C:4]([C:9]2[N:13]3[CH:14]=[CH:15][C:16]([C:19]([OH:22])([CH3:21])[CH3:20])=[C:17]([F:18])[C:12]3=[N:11][CH:10]=2)[CH:5]=[CH:6][C:7]=1[F:8].[CH3:23][N:24]([C:26]1[CH:31]=[CH:30][C:29](B(O)O)=[CH:28][CH:27]=1)[CH3:25].